This data is from Reaction yield outcomes from USPTO patents with 853,638 reactions. The task is: Predict the reaction yield, written as a fraction of the theoretical maximum amount of product (1.0 means a 100% yield; for example, 0.34 means a 34% yield). (1) The reactants are C[O:2][C:3]([C:5]1[C:6]([C:11]2[CH:16]=[CH:15][CH:14]=[CH:13][CH:12]=2)=[N:7][O:8][C:9]=1[CH3:10])=[O:4].[OH-].[Na+]. The catalyst is CO.O. The product is [CH3:10][C:9]1[O:8][N:7]=[C:6]([C:11]2[CH:16]=[CH:15][CH:14]=[CH:13][CH:12]=2)[C:5]=1[C:3]([OH:4])=[O:2]. The yield is 0.720. (2) The yield is 0.500. The catalyst is C(Cl)Cl. The reactants are [Cl:1][C:2]1[CH:7]=[C:6]([CH2:8]O)[CH:5]=[CH:4][N:3]=1.P(Br)(Br)[Br:11]. The product is [Br:11][CH2:8][C:6]1[CH:5]=[CH:4][N:3]=[C:2]([Cl:1])[CH:7]=1. (3) The reactants are [CH3:1][O:2][C:3]1[CH:12]=[C:11]2[C:6]([CH2:7][CH2:8][CH:9]=[C:10]2[C:13]#[N:14])=[CH:5][CH:4]=1. The catalyst is CC1C=CC(C(C)C)=CC=1.CCCCCC.[Pd]. The product is [CH3:1][O:2][C:3]1[CH:12]=[C:11]2[C:6]([CH:7]=[CH:8][CH:9]=[C:10]2[C:13]#[N:14])=[CH:5][CH:4]=1. The yield is 0.440. (4) The reactants are [Mg].Br[C:3]1[C:4]([F:12])=[CH:5][C:6]([Cl:11])=[C:7]([O:9][CH3:10])[CH:8]=1.[C:13](OCC)(=[O:19])[C:14]([O:16][CH2:17][CH3:18])=[O:15].[Cl-].[NH4+]. The catalyst is C1COCC1.O. The product is [Cl:11][C:6]1[C:7]([O:9][CH3:10])=[CH:8][C:3]([C:13](=[O:19])[C:14]([O:16][CH2:17][CH3:18])=[O:15])=[C:4]([F:12])[CH:5]=1. The yield is 0.490. (5) The reactants are [NH2:1][C@H:2]([CH2:7][OH:8])[CH2:3][CH2:4][S:5][CH3:6].[CH3:9][N:10]1[CH2:15][CH2:14][N:13]([C:16]2[S:17][CH:18]=[C:19]([C:21]3[CH:26]=[CH:25][C:24]([C:27]4[O:31][C:30](=[O:32])[C:29]5([CH2:37][CH2:36][CH2:35][CH2:34][CH2:33]5)[N:28]=4)=[CH:23][CH:22]=3)[N:20]=2)[CH2:12][CH2:11]1. The catalyst is CN(C)C=O. The product is [CH3:9][N:10]1[CH2:15][CH2:14][N:13]([C:16]2[S:17][CH:18]=[C:19]([C:21]3[CH:22]=[CH:23][C:24]([C:27]([NH:28][C:29]4([C:30]([NH:1][C@H:2]([CH2:7][OH:8])[CH2:3][CH2:4][S:5][CH3:6])=[O:32])[CH2:33][CH2:34][CH2:35][CH2:36][CH2:37]4)=[O:31])=[CH:25][CH:26]=3)[N:20]=2)[CH2:12][CH2:11]1. The yield is 0.860. (6) The reactants are [N:1]1[CH:6]=[CH:5][CH:4]=[CH:3][C:2]=1[O:7][C:8]1[CH:15]=[CH:14][C:11]([CH:12]=O)=[CH:10][CH:9]=1.[N+:16]([CH3:19])([O-:18])=[O:17].C([O-])(=O)C.[NH4+].C(O)(=O)C. The catalyst is O. The yield is 0.870. The product is [N+:16](/[CH:19]=[CH:12]/[C:11]1[CH:14]=[CH:15][C:8]([O:7][C:2]2[CH:3]=[CH:4][CH:5]=[CH:6][N:1]=2)=[CH:9][CH:10]=1)([O-:18])=[O:17].